This data is from Forward reaction prediction with 1.9M reactions from USPTO patents (1976-2016). The task is: Predict the product of the given reaction. (1) Given the reactants [CH3:1][O:2][C@@H:3]([CH3:7])[C:4]([OH:6])=O.CCN(C(C)C)C(C)C.CN(C(ON1N=NC2C=CC=NC1=2)=[N+](C)C)C.F[P-](F)(F)(F)(F)F.[OH:41][C:42]([C:44]([F:47])([F:46])[F:45])=[O:43].[F:48][CH:49]([F:77])[CH2:50][NH:51][C:52]1[N:57]=[C:56]2[CH2:58][NH:59][CH2:60][CH2:61][C:55]2=[N:54][C:53]=1[N:62]1[CH2:67][CH2:66][CH:65]([O:68][C:69]2[CH:74]=[CH:73][C:72]([F:75])=[CH:71][C:70]=2[F:76])[CH2:64][CH2:63]1, predict the reaction product. The product is: [F:77][CH:49]([F:48])[CH2:50][NH:51][C:52]1[N:57]=[C:56]2[CH2:58][N:59]([C:4](=[O:6])[C@@H:3]([O:2][CH3:1])[CH3:7])[CH2:60][CH2:61][C:55]2=[N:54][C:53]=1[N:62]1[CH2:63][CH2:64][CH:65]([O:68][C:69]2[CH:74]=[CH:73][C:72]([F:75])=[CH:71][C:70]=2[F:76])[CH2:66][CH2:67]1.[C:42]([OH:43])([C:44]([F:47])([F:46])[F:45])=[O:41]. (2) Given the reactants [OH:1][CH2:2][C:3]([C:6]1[CH:7]=[C:8]2[C:13](=[CH:14][CH:15]=1)[C:12](=[O:16])[N:11](CC1C=CC(OC)=CC=1)[CH2:10][CH2:9]2)([CH3:5])[CH3:4].Br[C:27]1[CH:34]=[CH:33][CH:32]=[C:31]([Br:35])[C:28]=1[CH:29]=[O:30].C(=O)([O-])[O-].[Cs+].[Cs+].[O:42]1CCO[CH2:44][CH2:43]1, predict the reaction product. The product is: [Br:35][C:31]1[CH:32]=[CH:33][CH:34]=[C:27]([N:11]2[CH2:10][CH2:9][C:8]3[C:13](=[CH:14][CH:15]=[C:6]([C:3]([CH3:4])([CH3:5])[CH2:2][O:1][CH2:44][CH2:43][OH:42])[CH:7]=3)[C:12]2=[O:16])[C:28]=1[CH:29]=[O:30]. (3) Given the reactants Br[CH2:2][C:3]([C:5]1[CH:10]=[CH:9][CH:8]=[CH:7][C:6]=1[N+:11]([O-:13])=[O:12])=O.[CH3:14][O:15][C:16](=[O:23])[CH2:17][CH2:18][CH2:19][C:20](=[O:22])[NH2:21], predict the reaction product. The product is: [CH3:14][O:15][C:16](=[O:23])[CH2:17][CH2:18][CH2:19][C:20]1[O:22][CH:2]=[C:3]([C:5]2[CH:10]=[CH:9][CH:8]=[CH:7][C:6]=2[N+:11]([O-:13])=[O:12])[N:21]=1.